Task: Regression. Given a peptide amino acid sequence and an MHC pseudo amino acid sequence, predict their binding affinity value. This is MHC class II binding data.. Dataset: Peptide-MHC class II binding affinity with 134,281 pairs from IEDB (1) The peptide sequence is GGVFHTMWHVTRGAF. The MHC is DRB1_0301 with pseudo-sequence DRB1_0301. The binding affinity (normalized) is 0.559. (2) The peptide sequence is ELRKTYNLLDAVSRH. The MHC is HLA-DPA10201-DPB11401 with pseudo-sequence HLA-DPA10201-DPB11401. The binding affinity (normalized) is 0.334. (3) The peptide sequence is DTFRKLFRVYSNFLR. The MHC is DRB1_0701 with pseudo-sequence DRB1_0701. The binding affinity (normalized) is 0.744. (4) The peptide sequence is YDKFLANVVTVLTGK. The MHC is DRB1_0404 with pseudo-sequence DRB1_0404. The binding affinity (normalized) is 0.747. (5) The peptide sequence is QGVADAYITLVTLPK. The MHC is HLA-DQA10501-DQB10201 with pseudo-sequence HLA-DQA10501-DQB10201. The binding affinity (normalized) is 0.307.